Dataset: Forward reaction prediction with 1.9M reactions from USPTO patents (1976-2016). Task: Predict the product of the given reaction. (1) Given the reactants Cl[C:2]1[N:7]2[N:8]=[C:9]([NH:11][C:12](=[O:19])[C:13]3[CH:18]=[CH:17][CH:16]=[N:15][CH:14]=3)[N:10]=[C:6]2[CH:5]=[C:4]([C:20]([F:23])([F:22])[F:21])[CH:3]=1.[NH2:24][CH2:25][CH2:26][CH2:27][OH:28], predict the reaction product. The product is: [OH:28][CH2:27][CH2:26][CH2:25][NH:24][C:2]1[N:7]2[N:8]=[C:9]([NH:11][C:12](=[O:19])[C:13]3[CH:18]=[CH:17][CH:16]=[N:15][CH:14]=3)[N:10]=[C:6]2[CH:5]=[C:4]([C:20]([F:23])([F:22])[F:21])[CH:3]=1. (2) Given the reactants C([O:3][C:4]([CH:6]1[CH2:11][CH2:10][N:9](C(OC(C)(C)C)=O)[CH2:8][CH:7]1[NH:19][S:20]([C:23]1[CH:28]=[CH:27][C:26]([O:29][CH2:30][C:31]2[C:40]3[C:35](=[CH:36][CH:37]=[CH:38][CH:39]=3)[N:34]=[C:33]([CH3:41])[CH:32]=2)=[CH:25][CH:24]=1)(=[O:22])=[O:21])=[O:5])C.C(N=C=O)(C)(C)C, predict the reaction product. The product is: [CH3:41][C:33]1[CH:32]=[C:31]([CH2:30][O:29][C:26]2[CH:27]=[CH:28][C:23]([S:20]([NH:19][CH:7]3[CH:6]([C:4]([OH:5])=[O:3])[CH2:11][CH2:10][NH:9][CH2:8]3)(=[O:21])=[O:22])=[CH:24][CH:25]=2)[C:40]2[C:35](=[CH:36][CH:37]=[CH:38][CH:39]=2)[N:34]=1. (3) Given the reactants C1(C)C=CC=CC=1.C[Al](C)C.C([N:19]1[C:23]2[CH:24]=[C:25](Cl)[CH:26]=[CH:27][C:22]=2[N:21]=[C:20]1C(OC)=O)C1C=CC=CC=1.Cl, predict the reaction product. The product is: [N:19]1[C:23]2[CH:24]=[CH:25][CH:26]=[CH:27][C:22]=2[NH:21][CH:20]=1. (4) Given the reactants [Cl:1][C:2]1[N:3]=[CH:4][NH:5][C:6]=1[Cl:7].[OH-].[K+].[Br:10][CH2:11][CH3:12].[K+].[Br-].Br[CH2:16][CH2:17][C:18]1[CH:27]=[CH:26][C:25]2[C:20](=[CH:21][CH:22]=[CH:23][CH:24]=2)[CH:19]=1, predict the reaction product. The product is: [Br-:10].[CH2:16]([N+:3]1[C:2]([Cl:1])=[C:6]([Cl:7])[N:5]([C:18]2([CH2:17][CH3:16])[CH:27]=[CH:26][C:25]3[C:20](=[CH:21][CH:22]=[CH:23][CH:24]=3)[CH2:19]2)[CH:4]=1)[CH2:17][CH2:18][CH2:19][CH2:20][CH2:21][CH2:22][CH2:23][CH2:24][CH2:25][CH2:11][CH3:12]. (5) Given the reactants [NH:1]1[CH2:5][CH2:4][C@H:3]([N:6]([CH2:15][C:16]2[CH:21]=[CH:20][CH:19]=[CH:18][C:17]=2[C:22]([F:25])([F:24])[F:23])[C:7]2[CH:14]=[CH:13][C:10]([C:11]#[N:12])=[CH:9][CH:8]=2)[CH2:2]1.[C:26]1(=O)[CH2:30][CH2:29][CH2:28][CH2:27]1, predict the reaction product. The product is: [CH:26]1([N:1]2[CH2:5][CH2:4][C@H:3]([N:6]([CH2:15][C:16]3[CH:21]=[CH:20][CH:19]=[CH:18][C:17]=3[C:22]([F:24])([F:23])[F:25])[C:7]3[CH:8]=[CH:9][C:10]([C:11]#[N:12])=[CH:13][CH:14]=3)[CH2:2]2)[CH2:30][CH2:29][CH2:28][CH2:27]1. (6) Given the reactants C1(NC(C2C=CC(C3C=CC(NC(C4OC(N5CCCC(C)C5)=NC=4C(F)(F)F)=O)=CC=3)=CC=2)=O)C=CC=CC=1.[C:41]1([CH:47]2[CH2:52][CH2:51][N:50]([C:53]3[O:54][C:55]([C:62]([NH:64][C:65]4[CH:66]=[CH:67][C:68]([O:71][C:72]5[CH:80]=[CH:79][C:75]([C:76](O)=[O:77])=[CH:74][CH:73]=5)=[N:69][CH:70]=4)=[O:63])=[C:56]([C:58]([F:61])([F:60])[F:59])[N:57]=3)[CH2:49][CH2:48]2)[CH:46]=[CH:45][CH:44]=[CH:43][CH:42]=1.[CH3:81][C:82]1[CH:88]=[CH:87][CH:86]=[CH:85][C:83]=1[NH2:84], predict the reaction product. The product is: [C:41]1([CH:47]2[CH2:52][CH2:51][N:50]([C:53]3[O:54][C:55]([C:62]([NH:64][C:65]4[CH:70]=[N:69][C:68]([O:71][C:72]5[CH:73]=[CH:74][C:75]([C:76](=[O:77])[NH:84][C:83]6[CH:85]=[CH:86][CH:87]=[CH:88][C:82]=6[CH3:81])=[CH:79][CH:80]=5)=[CH:67][CH:66]=4)=[O:63])=[C:56]([C:58]([F:59])([F:60])[F:61])[N:57]=3)[CH2:49][CH2:48]2)[CH:46]=[CH:45][CH:44]=[CH:43][CH:42]=1. (7) Given the reactants Cl.[CH3:2][O:3][C:4]1[CH:5]=[C:6]2[C:11](=[CH:12][C:13]=1[O:14][CH3:15])[CH2:10][NH:9][CH2:8][CH2:7]2.[Cl:16][C:17]1[N:18]=[C:19]([N:28]2[CH2:33][CH2:32][O:31][CH2:30][CH2:29]2)[C:20]2[S:25][C:24]([CH:26]=O)=[CH:23][C:21]=2[N:22]=1, predict the reaction product. The product is: [Cl:16][C:17]1[N:18]=[C:19]([N:28]2[CH2:29][CH2:30][O:31][CH2:32][CH2:33]2)[C:20]2[S:25][C:24]([CH2:26][N:9]3[CH2:8][CH2:7][C:6]4[C:11](=[CH:12][C:13]([O:14][CH3:15])=[C:4]([O:3][CH3:2])[CH:5]=4)[CH2:10]3)=[CH:23][C:21]=2[N:22]=1.